The task is: Predict which catalyst facilitates the given reaction.. This data is from Catalyst prediction with 721,799 reactions and 888 catalyst types from USPTO. (1) Reactant: [CH3:1][C:2]1[CH:19]=[CH:18][C:5]([CH2:6][C:7]2[N:11]=[C:10]([C@H:12]3[CH2:16][CH2:15][C@H:14]([NH2:17])[CH2:13]3)[O:9][N:8]=2)=[CH:4][CH:3]=1.CCN(C(C)C)C(C)C.Cl[C:30]1[N:35]=[CH:34][N:33]=[C:32]2[N:36](C3CCCCO3)[N:37]=[CH:38][C:31]=12. Product: [CH3:1][C:2]1[CH:3]=[CH:4][C:5]([CH2:6][C:7]2[N:11]=[C:10]([C@H:12]3[CH2:16][CH2:15][C@H:14]([NH:17][C:30]4[N:35]=[CH:34][N:33]=[C:32]5[NH:36][N:37]=[CH:38][C:31]=45)[CH2:13]3)[O:9][N:8]=2)=[CH:18][CH:19]=1. The catalyst class is: 51. (2) Reactant: [CH2:1]([O:5][CH2:6][CH2:7][O:8][C:9]1[CH:14]=[CH:13][C:12]([C:15]2[CH:16]=[CH:17][C:18]3[N:24]([CH2:25][CH:26]([CH3:28])[CH3:27])[CH2:23][CH2:22][C:21]([C:29]([NH:31][C:32]4[CH:33]=[N:34][C:35]([S:38][CH2:39][C:40]5[CH:41]=[N:42][CH:43]=[CH:44][CH:45]=5)=[CH:36][CH:37]=4)=[O:30])=[CH:20][C:19]=3[CH:46]=2)=[CH:11][CH:10]=1)[CH2:2][CH2:3][CH3:4].ClC1C=CC=C(C(OO)=[O:55])C=1.S([O-])([O-])(=O)=S.[Na+].[Na+]. Product: [CH2:1]([O:5][CH2:6][CH2:7][O:8][C:9]1[CH:14]=[CH:13][C:12]([C:15]2[CH:16]=[CH:17][C:18]3[N:24]([CH2:25][CH:26]([CH3:27])[CH3:28])[CH2:23][CH2:22][C:21]([C:29]([NH:31][C:32]4[CH:33]=[N:34][C:35]([S:38]([CH2:39][C:40]5[CH:41]=[N:42][CH:43]=[CH:44][CH:45]=5)=[O:55])=[CH:36][CH:37]=4)=[O:30])=[CH:20][C:19]=3[CH:46]=2)=[CH:11][CH:10]=1)[CH2:2][CH2:3][CH3:4]. The catalyst class is: 2. (3) Reactant: Br[C:2]1[CH:7]=[CH:6][CH:5]=[CH:4][C:3]=1[C:8]1[CH:9]=[CH:10][C:11](=[O:30])[N:12]([CH2:14][CH2:15][CH2:16][C:17]2[CH:18]=[C:19]([CH:27]=[CH:28][CH:29]=2)[O:20][CH2:21][C:22]([O:24][CH2:25][CH3:26])=[O:23])[CH:13]=1.[CH3:31][C:32]1[CH:37]=[CH:36][CH:35]=[C:34]([CH3:38])[C:33]=1B(O)O.C1(P(C2CCCCC2)C2C=CC=CC=2C2C(N(C)C)=CC=CC=2)CCCCC1.P([O-])([O-])([O-])=O.[K+].[K+].[K+].Cl. Product: [CH3:31][C:32]1[CH:37]=[CH:36][CH:35]=[C:34]([CH3:38])[C:33]=1[C:2]1[CH:7]=[CH:6][CH:5]=[CH:4][C:3]=1[C:8]1[CH:9]=[CH:10][C:11](=[O:30])[N:12]([CH2:14][CH2:15][CH2:16][C:17]2[CH:18]=[C:19]([CH:27]=[CH:28][CH:29]=2)[O:20][CH2:21][C:22]([O:24][CH2:25][CH3:26])=[O:23])[CH:13]=1. The catalyst class is: 164. (4) Reactant: [F:1][C:2]1[CH:3]=[C:4]([CH:31]=[CH:32][C:33]=1[F:34])[CH2:5][NH:6][C:7]([C:9]1[C:17]2[C:12](=[CH:13][C:14]([O:18][CH:19]([CH3:21])[CH3:20])=[CH:15][CH:16]=2)[N:11]([CH2:22][C:23]2[CH:28]=[CH:27][CH:26]=[CH:25][N:24]=2)[C:10]=1[CH:29]=O)=[O:8].[CH2:35]([NH2:38])[CH2:36][NH2:37].C1C(=O)N(Br)C(=O)C1. Product: [F:1][C:2]1[CH:3]=[C:4]([CH:31]=[CH:32][C:33]=1[F:34])[CH2:5][NH:6][C:7]([C:9]1[C:17]2[C:12](=[CH:13][C:14]([O:18][CH:19]([CH3:20])[CH3:21])=[CH:15][CH:16]=2)[N:11]([CH2:22][C:23]2[CH:28]=[CH:27][CH:26]=[CH:25][N:24]=2)[C:10]=1[C:29]1[NH:37][CH2:36][CH2:35][N:38]=1)=[O:8]. The catalyst class is: 2. (5) Reactant: [CH2:1]([O:5][C:6]1[CH:31]=[CH:30][C:9]([C:10]([NH:12][NH:13][C:14](=O)[C:15]2[CH:20]=[CH:19][C:18]([N:21]3[CH2:25][CH2:24][CH:23]([N:26]([CH3:28])[CH3:27])[CH2:22]3)=[CH:17][CH:16]=2)=O)=[CH:8][CH:7]=1)[CH2:2][CH2:3][CH3:4].COC1C=CC(P2(SP(C3C=CC(OC)=CC=3)(=S)S2)=[S:41])=CC=1. Product: [CH2:1]([O:5][C:6]1[CH:31]=[CH:30][C:9]([C:10]2[S:41][C:14]([C:15]3[CH:20]=[CH:19][C:18]([N:21]4[CH2:25][CH2:24][CH:23]([N:26]([CH3:28])[CH3:27])[CH2:22]4)=[CH:17][CH:16]=3)=[N:13][N:12]=2)=[CH:8][CH:7]=1)[CH2:2][CH2:3][CH3:4]. The catalyst class is: 11. (6) Reactant: [CH2:1]([O:3][P:4]([CH2:9][C:10]([O:12][C:13]([CH3:16])([CH3:15])[CH3:14])=[O:11])([O:6][CH2:7][CH3:8])=[O:5])[CH3:2].[H-].[Na+].[CH:19](I)([CH3:21])[CH3:20].C(OCC)(=O)C. Product: [CH2:7]([O:6][P:4]([CH:9]([CH:19]([CH3:21])[CH3:20])[C:10]([O:12][C:13]([CH3:14])([CH3:16])[CH3:15])=[O:11])([O:3][CH2:1][CH3:2])=[O:5])[CH3:8]. The catalyst class is: 9.